Task: Predict the reaction yield, written as a fraction of the theoretical maximum amount of product (1.0 means a 100% yield; for example, 0.34 means a 34% yield).. Dataset: Reaction yield outcomes from USPTO patents with 853,638 reactions (1) The reactants are [CH3:1][O:2][CH2:3][CH2:4][NH2:5].[CH3:6][O:7][C:8]1[CH:9]=[C:10]2[C:15](=[CH:16][C:17]=1[O:18][CH3:19])[N:14]=[CH:13][CH:12]=[C:11]2[O:20][C:21]1[CH:22]=[CH:23][C:24]([NH:27][C:28]([C:30]2[C:31](=[O:43])[N:32]([C:37]3[CH:42]=[CH:41][CH:40]=[CH:39][CH:38]=3)[CH:33]=[CH:34][C:35]=2I)=[O:29])=[N:25][CH:26]=1. The catalyst is C(O)(C)C.ClCCl. The product is [CH3:6][O:7][C:8]1[CH:9]=[C:10]2[C:15](=[CH:16][C:17]=1[O:18][CH3:19])[N:14]=[CH:13][CH:12]=[C:11]2[O:20][C:21]1[CH:22]=[CH:23][C:24]([NH:27][C:28]([C:30]2[C:31](=[O:43])[N:32]([C:37]3[CH:42]=[CH:41][CH:40]=[CH:39][CH:38]=3)[CH:33]=[CH:34][C:35]=2[NH:5][CH2:4][CH2:3][O:2][CH3:1])=[O:29])=[N:25][CH:26]=1. The yield is 0.750. (2) The reactants are [C:1]([N:11]([CH2:19][CH2:20][C:21]([CH3:25])([CH3:24])[CH2:22][OH:23])[C:12](=[O:18])[C@H:13]([CH:15]([CH3:17])[CH3:16])[NH2:14])([O:3][CH2:4][C:5]1[CH:10]=[CH:9][CH:8]=[CH:7][CH:6]=1)=[O:2].[O:26]([S:33]([CH2:36][CH2:37][CH2:38][S:39](Cl)(=[O:41])=[O:40])(=[O:35])=[O:34])[C:27]1[CH:32]=[CH:31][CH:30]=[CH:29][CH:28]=1.N1C=CC=CC=1. No catalyst specified. The product is [C:1]([N:11]([CH2:19][CH2:20][C:21]([CH3:25])([CH3:24])[CH2:22][O:23][S:39]([CH2:38][CH2:37][CH2:36][S:33]([O:26][C:27]1[CH:32]=[CH:31][CH:30]=[CH:29][CH:28]=1)(=[O:35])=[O:34])(=[O:40])=[O:41])[C:12](=[O:18])[C@H:13]([CH:15]([CH3:17])[CH3:16])[NH2:14])([O:3][CH2:4][C:5]1[CH:10]=[CH:9][CH:8]=[CH:7][CH:6]=1)=[O:2]. The yield is 0.780. (3) The reactants are [O:1]=[S:2]1(=[O:18])[N:7]([C:8]2[CH:16]=[CH:15][C:11]([C:12]([OH:14])=O)=[C:10]([F:17])[CH:9]=2)[CH2:6][CH2:5][O:4][CH2:3]1.[NH2:19][C:20]1[CH:21]=[CH:22][C:23]([Cl:35])=[C:24]([NH:26][C:27](=[O:34])[C:28]2[CH:33]=[CH:32][CH:31]=[CH:30][CH:29]=2)[CH:25]=1.CN(C(ON1N=NC2C=CC=NC1=2)=[N+](C)C)C.F[P-](F)(F)(F)(F)F.CCN(C(C)C)C(C)C. The yield is 0.790. The catalyst is CN(C=O)C.CCOC(C)=O. The product is [C:27]([NH:26][C:24]1[CH:25]=[C:20]([NH:19][C:12](=[O:14])[C:11]2[CH:15]=[CH:16][C:8]([N:7]3[CH2:6][CH2:5][O:4][CH2:3][S:2]3(=[O:1])=[O:18])=[CH:9][C:10]=2[F:17])[CH:21]=[CH:22][C:23]=1[Cl:35])(=[O:34])[C:28]1[CH:29]=[CH:30][CH:31]=[CH:32][CH:33]=1. (4) The reactants are N1C(Cl)=NC(Cl)=NC=1[Cl:3].CN(C)C=O.[Cl:15][C:16]1[C:17]([CH3:39])=[C:18]([C:28]2[CH:29]=[CH:30][C:31]([C:34]([N:36]([CH3:38])[CH3:37])=[O:35])=[N:32][CH:33]=2)[C:19]([O:25][CH2:26][CH3:27])=[C:20]([CH:22](O)[CH3:23])[CH:21]=1. The catalyst is ClCCl. The product is [Cl:15][C:16]1[C:17]([CH3:39])=[C:18]([C:28]2[CH:29]=[CH:30][C:31]([C:34]([N:36]([CH3:38])[CH3:37])=[O:35])=[N:32][CH:33]=2)[C:19]([O:25][CH2:26][CH3:27])=[C:20]([CH:22]([Cl:3])[CH3:23])[CH:21]=1. The yield is 0.900. (5) The reactants are S(O)(O)(=O)=O.[NH2:6][C:7]1[NH:8][CH:9]=[CH:10][N:11]=1.Br[C:13]1[CH:18]=[CH:17][C:16]([N+:19]([O-:21])=[O:20])=[CH:15][CH:14]=1.C([O-])([O-])=O.[K+].[K+]. The catalyst is CN(C=O)C.CCOC(C)=O.O.C1OCCOCCOCCOCCOCCOC1. The product is [CH:14]1[C:13]([N:8]2[C:7]([NH2:6])=[N:11][CH:10]=[CH:9]2)=[CH:18][CH:17]=[C:16]([N+:19]([O-:21])=[O:20])[CH:15]=1. The yield is 0.980. (6) The reactants are [NH2:1][C:2]1[C:3]([C:24]([O:26]C)=[O:25])=[N:4][C:5]([C:8]2[CH:13]=[CH:12][C:11]([S:14]([N:17]3[CH2:22][CH2:21][N:20]([CH3:23])[CH2:19][CH2:18]3)(=[O:16])=[O:15])=[CH:10][CH:9]=2)=[CH:6][N:7]=1.[OH-].[Li+]. The catalyst is O1CCCC1.O. The product is [NH2:1][C:2]1[C:3]([C:24]([OH:26])=[O:25])=[N:4][C:5]([C:8]2[CH:9]=[CH:10][C:11]([S:14]([N:17]3[CH2:18][CH2:19][N:20]([CH3:23])[CH2:21][CH2:22]3)(=[O:16])=[O:15])=[CH:12][CH:13]=2)=[CH:6][N:7]=1. The yield is 0.860. (7) The reactants are C(N(C(C)C)CC)(C)C.Cl.[CH3:11][O:12][C:13](=[O:25])[C@H:14]([CH2:16][NH:17][C:18]([C:20]1[S:21][CH:22]=[CH:23][CH:24]=1)=[O:19])[NH2:15].[Cl:26][C:27]1[CH:35]=[C:34]([C:36]([NH:38][CH2:39][C:40]2[CH:48]=[CH:47][CH:46]=[C:45]3[C:41]=2[CH:42]=[N:43][N:44]3[CH:49]2[CH2:54][CH2:53][CH2:52][CH2:51][O:50]2)=[O:37])[CH:33]=[CH:32][C:28]=1[C:29](O)=[O:30].CN(C(ON1N=NC2C=CC=CC1=2)=[N+](C)C)C.F[P-](F)(F)(F)(F)F.C1C=CC2N(O)N=NC=2C=1. The catalyst is CN(C=O)C. The product is [Cl:26][C:27]1[CH:35]=[C:34]([C:36]([NH:38][CH2:39][C:40]2[CH:48]=[CH:47][CH:46]=[C:45]3[C:41]=2[CH:42]=[N:43][N:44]3[CH:49]2[CH2:54][CH2:53][CH2:52][CH2:51][O:50]2)=[O:37])[CH:33]=[CH:32][C:28]=1[C:29]([NH:15][C@H:14]([C:13]([O:12][CH3:11])=[O:25])[CH2:16][NH:17][C:18]([C:20]1[S:21][CH:22]=[CH:23][CH:24]=1)=[O:19])=[O:30]. The yield is 1.02. (8) The reactants are Br[C:2]1[CH:3]=[C:4]([NH:10][C:11]2[CH:16]=[N:15][C:14]([N:17]3[CH2:22][CH2:21][N:20]([CH:23]4[CH2:26][O:25][CH2:24]4)[CH2:19][CH2:18]3)=[CH:13][N:12]=2)[C:5](=[O:9])[N:6]([CH3:8])[CH:7]=1.[C:27]([O:30][CH2:31][C:32]1[C:33]([N:47]2[CH2:59][CH2:58][N:50]3[C:51]4[CH2:52][CH2:53][CH2:54][CH2:55][C:56]=4[CH:57]=[C:49]3[C:48]2=[O:60])=[N:34][CH:35]=[CH:36][C:37]=1B1OC(C)(C)C(C)(C)O1)(=[O:29])[CH3:28].C([O-])(=O)C.[Na+].[O-]P([O-])([O-])=O.[K+].[K+].[K+]. The catalyst is C1C=CC(P(C2C=CC=CC=2)[C-]2C=CC=C2)=CC=1.C1C=CC(P(C2C=CC=CC=2)[C-]2C=CC=C2)=CC=1.Cl[Pd]Cl.[Fe+2].O.C(#N)C. The product is [C:27]([O:30][CH2:31][C:32]1[C:33]([N:47]2[CH2:59][CH2:58][N:50]3[C:51]4[CH2:52][CH2:53][CH2:54][CH2:55][C:56]=4[CH:57]=[C:49]3[C:48]2=[O:60])=[N:34][CH:35]=[CH:36][C:37]=1[C:2]1[CH:3]=[C:4]([NH:10][C:11]2[CH:16]=[N:15][C:14]([N:17]3[CH2:22][CH2:21][N:20]([CH:23]4[CH2:26][O:25][CH2:24]4)[CH2:19][CH2:18]3)=[CH:13][N:12]=2)[C:5](=[O:9])[N:6]([CH3:8])[CH:7]=1)(=[O:29])[CH3:28]. The yield is 0.340. (9) The reactants are Cl.[CH3:2][O:3][C:4]([CH:6]1[CH2:14][CH2:13][C:9]2[NH:10][CH:11]=[N:12][C:8]=2[CH2:7]1)=[O:5]. The catalyst is C(=O)([O-])O.[Na+]. The product is [CH3:2][O:3][C:4]([CH:6]1[CH2:14][CH2:13][C:9]2[NH:10][CH:11]=[N:12][C:8]=2[CH2:7]1)=[O:5]. The yield is 0.810. (10) The reactants are [S:1]1[CH:5]=[CH:4][C:3]([N:6]2[C:14]3[C:9](=[CH:10][CH:11]=[CH:12][CH:13]=3)[C:8](=O)[C:7]2=[O:16])=[CH:2]1.[F:17][C:18]([F:27])([F:26])[C:19]1[CH:20]=[C:21]([CH:23]=[CH:24][CH:25]=1)[NH2:22]. No catalyst specified. The product is [S:1]1[CH:5]=[CH:4][C:3]([N:6]2[C:14]3[C:9](=[CH:10][CH:11]=[CH:12][CH:13]=3)[C:8](=[N:22][C:21]3[CH:23]=[CH:24][CH:25]=[C:19]([C:18]([F:17])([F:26])[F:27])[CH:20]=3)[C:7]2=[O:16])=[CH:2]1. The yield is 0.220.